This data is from Full USPTO retrosynthesis dataset with 1.9M reactions from patents (1976-2016). The task is: Predict the reactants needed to synthesize the given product. (1) Given the product [Cl-:1].[V+5:11].[Al+3:7].[Ti+4:2].[Cl-:1].[Cl-:1].[Cl-:1].[Cl-:1].[Cl-:1].[Cl-:1].[Cl-:1].[Cl-:1].[Cl-:1].[Cl-:1].[Cl-:1], predict the reactants needed to synthesize it. The reactants are: [Cl-:1].[Ti+4:2].[Cl-].[Cl-].[Cl-].[Cl-].[Al+3:7].[Cl-].[Cl-].[Cl-].[V+5:11].[Cl-].[Cl-].[Cl-].[Cl-]. (2) The reactants are: Cl.[O:2]=[C:3]1[N:9]([CH:10]2[CH2:15][CH2:14][N:13]([C:16]([O:18][C@H:19]([CH2:41][C:42]3[CH:47]=[C:46]([Br:48])[CH:45]=[C:44]([Br:49])[CH:43]=3)[C:20]([N:22]3[CH2:27][CH2:26][N:25]([CH:28]4[CH2:33][CH2:32][N:31](OC(C)(C)C)[C:30](=C=O)[CH2:29]4)[CH2:24][CH2:23]3)=[O:21])=[O:17])[CH2:12][CH2:11]2)[CH2:8][CH2:7][C:6]2[CH:50]=[CH:51][CH:52]=[CH:53][C:5]=2[NH:4]1.CCOC(C)=O.C([O-])([O-])=O.[Na+].[Na+]. Given the product [O:2]=[C:3]1[N:9]([CH:10]2[CH2:15][CH2:14][N:13]([C:16]([O:18][C@H:19]([CH2:41][C:42]3[CH:47]=[C:46]([Br:48])[CH:45]=[C:44]([Br:49])[CH:43]=3)[C:20](=[O:21])[N:22]3[CH2:27][CH2:26][N:25]([CH:28]4[CH2:29][CH2:30][NH:31][CH2:32][CH2:33]4)[CH2:24][CH2:23]3)=[O:17])[CH2:12][CH2:11]2)[CH2:8][CH2:7][C:6]2[CH:50]=[CH:51][CH:52]=[CH:53][C:5]=2[NH:4]1, predict the reactants needed to synthesize it. (3) Given the product [Br:1][C:2]1[CH:3]=[C:4]([CH:8]([CH3:11])[CH2:9][NH:10][S:15]([CH:12]([CH3:14])[CH3:13])(=[O:17])=[O:16])[CH:5]=[CH:6][CH:7]=1, predict the reactants needed to synthesize it. The reactants are: [Br:1][C:2]1[CH:3]=[C:4]([CH:8]([CH3:11])[CH2:9][NH2:10])[CH:5]=[CH:6][CH:7]=1.[CH:12]([S:15](Cl)(=[O:17])=[O:16])([CH3:14])[CH3:13].C1CCN2C(=NCCC2)CC1. (4) Given the product [CH:13]([N:12]([CH2:21][CH:20]([CH2:18][CH3:19])[CH2:23][CH2:24][CH2:25][CH3:26])[C:9]1[CH:8]=[CH:7][C:6]([N:5]([CH:1]([CH2:3][CH3:4])[CH3:2])[CH2:21][CH:20]([CH2:18][CH3:19])[CH2:23][CH2:24][CH2:25][CH3:26])=[CH:11][CH:10]=1)([CH2:15][CH3:16])[CH3:14], predict the reactants needed to synthesize it. The reactants are: [CH:1]([NH:5][C:6]1[CH:11]=[CH:10][C:9]([NH:12][CH:13]([CH2:15][CH3:16])[CH3:14])=[CH:8][CH:7]=1)([CH2:3][CH3:4])[CH3:2].[Na].[CH2:18]([CH:20]([CH2:23][CH2:24][CH2:25][CH3:26])[CH:21]=O)[CH3:19]. (5) Given the product [N:10]([C:3]1[CH:2]=[N:1][CH:6]=[CH:5][CH:4]=1)=[N+:11]=[N-:12], predict the reactants needed to synthesize it. The reactants are: [N:1]1[CH:6]=[CH:5][CH:4]=[C:3](B(O)O)[CH:2]=1.[N-:10]=[N+:11]=[N-:12].[Na+]. (6) Given the product [CH3:1][O:2][C:3]([C:5]1[S:6][C:7]([CH:14]=[O:15])=[CH:8][C:9]=1[C:10]([F:11])([F:12])[F:13])=[O:4], predict the reactants needed to synthesize it. The reactants are: [CH3:1][O:2][C:3]([C:5]1[S:6][C:7]([CH:14](OCC)[O:15]CC)=[CH:8][C:9]=1[C:10]([F:13])([F:12])[F:11])=[O:4].C(O)=O. (7) Given the product [F:19][C:20]1[CH:25]=[CH:24][C:23]([C:2]2[CH:3]=[N:4][C:5]3[N:6]([CH:8]=[C:9]([CH2:11][O:12][C:13]4[CH:18]=[CH:17][N:16]=[CH:15][CH:14]=4)[N:10]=3)[CH:7]=2)=[C:22]([O:29][CH3:30])[CH:21]=1, predict the reactants needed to synthesize it. The reactants are: Br[C:2]1[CH:3]=[N:4][C:5]2[N:6]([CH:8]=[C:9]([CH2:11][O:12][C:13]3[CH:18]=[CH:17][N:16]=[CH:15][CH:14]=3)[N:10]=2)[CH:7]=1.[F:19][C:20]1[CH:25]=[CH:24][C:23](B(O)O)=[C:22]([O:29][CH3:30])[CH:21]=1. (8) Given the product [N:1]1([S:11]([C:14]2[CH:22]=[CH:21][C:17]([C:18]([NH:34][C:31]3[S:32][CH:33]=[C:29]([C:23]4[CH:28]=[CH:27][CH:26]=[CH:25][CH:24]=4)[N:30]=3)=[O:20])=[CH:16][CH:15]=2)(=[O:13])=[O:12])[C:10]2[C:5](=[CH:6][CH:7]=[CH:8][CH:9]=2)[CH2:4][CH2:3][CH2:2]1, predict the reactants needed to synthesize it. The reactants are: [N:1]1([S:11]([C:14]2[CH:22]=[CH:21][C:17]([C:18]([OH:20])=O)=[CH:16][CH:15]=2)(=[O:13])=[O:12])[C:10]2[C:5](=[CH:6][CH:7]=[CH:8][CH:9]=2)[CH2:4][CH2:3][CH2:2]1.[C:23]1([C:29]2[N:30]=[C:31]([NH2:34])[S:32][CH:33]=2)[CH:28]=[CH:27][CH:26]=[CH:25][CH:24]=1.